Task: Predict which catalyst facilitates the given reaction.. Dataset: Catalyst prediction with 721,799 reactions and 888 catalyst types from USPTO (1) Reactant: O[C@H:2]1[CH2:6][CH2:5][N:4]([C:7]([O:9][C:10]([CH3:13])([CH3:12])[CH3:11])=[O:8])[CH2:3]1.C(N(C(C)C)CC)(C)C.FC(F)(F)S(O)(=O)=O.[CH3:31][O:32][C:33]1[CH:34]=[C:35]([C@H:39]([NH2:41])[CH3:40])[CH:36]=[CH:37][CH:38]=1.C(=O)(O)[O-].[Na+]. Product: [CH3:31][O:32][C:33]1[CH:34]=[C:35]([C@H:39]([NH:41][CH:2]2[CH2:6][CH2:5][N:4]([C:7]([O:9][C:10]([CH3:13])([CH3:12])[CH3:11])=[O:8])[CH2:3]2)[CH3:40])[CH:36]=[CH:37][CH:38]=1. The catalyst class is: 366. (2) Reactant: [CH3:1][C:2]1[CH:3]=[N:4][C:5]([CH2:11][S+:12]([O-:24])[C:13]2[NH:14][C:15]3[CH:16]=[CH:17][C:18]([O:22][CH3:23])=[CH:19][C:20]=3[N:21]=2)=[C:6]([CH3:10])[C:7]=1[O:8][CH3:9].C1(C(C2C=CC=CC=2)(O)[C@H](C2C=CC=CC=2)O)C=CC=CC=1. Product: [CH3:1][C:2]1[C:7]([O:8][CH3:9])=[C:6]([CH3:10])[C:5]([CH2:11][S@@:12]([C:13]2[NH:21][C:20]3[CH:19]=[C:18]([O:22][CH3:23])[CH:17]=[CH:16][C:15]=3[N:14]=2)=[O:24])=[N:4][CH:3]=1. The catalyst class is: 8. (3) Reactant: [Cl:1][C:2]1[N:3]=[C:4]([CH:16]2[C:24]3[C:19](=[CH:20][CH:21]=[C:22]([C:25]([F:28])([F:27])[F:26])[CH:23]=3)[NH:18][C:17]2=[O:29])[C:5]2[C:6](=[N:8][N:9]([CH:11]3[CH2:15][CH2:14][CH2:13][CH2:12]3)[CH:10]=2)[N:7]=1.C([NH:37][CH2:38][CH2:39][NH2:40])(OC(C)(C)C)=O. Product: [ClH:1].[NH2:37][CH2:38][CH2:39][NH:40][C:2]1[N:3]=[C:4]([CH:16]2[C:24]3[C:19](=[CH:20][CH:21]=[C:22]([C:25]([F:27])([F:26])[F:28])[CH:23]=3)[NH:18][C:17]2=[O:29])[C:5]2[C:6](=[N:8][N:9]([CH:11]3[CH2:15][CH2:14][CH2:13][CH2:12]3)[CH:10]=2)[N:7]=1. The catalyst class is: 8. (4) Reactant: CN(C=O)C.[C:6](Cl)(=[O:10])[C:7](Cl)=O.[CH3:12][O:13][C:14]1[CH:22]=[CH:21][CH:20]=[C:19]2[C:15]=1C=[CH:17][NH:18]2. Product: [CH3:12][O:13][C:14]1[CH:22]=[CH:21][CH:20]=[C:19]2[C:15]=1[C:7]([CH:6]=[O:10])=[CH:17][NH:18]2. The catalyst class is: 68. (5) Reactant: Cl[CH2:2][C:3]1[CH:4]=[C:5]([CH:26]=[CH:27][N:28]=1)[C:6]([NH:8][C:9]1[S:10][C:11]2[C:17]([CH:18]3[CH2:23][O:22][CH2:21][CH2:20][O:19]3)=[CH:16][CH:15]=[C:14]([O:24][CH3:25])[C:12]=2[N:13]=1)=[O:7].C(=O)([O-])[O-].[Cs+].[Cs+].[CH2:35]([NH:37][CH2:38][CH3:39])[CH3:36]. Product: [CH2:35]([N:37]([CH2:2][C:3]1[CH:4]=[C:5]([CH:26]=[CH:27][N:28]=1)[C:6]([NH:8][C:9]1[S:10][C:11]2[C:17]([CH:18]3[CH2:23][O:22][CH2:21][CH2:20][O:19]3)=[CH:16][CH:15]=[C:14]([O:24][CH3:25])[C:12]=2[N:13]=1)=[O:7])[CH2:38][CH3:39])[CH3:36]. The catalyst class is: 22. (6) Reactant: [Cl:1][C:2]1[CH:7]=[CH:6][C:5]([S:8]([N:11]2[CH:20]([CH2:21][CH3:22])[CH2:19][C:14]3([O:18][CH2:17][CH2:16][O:15]3)[CH2:13][CH:12]2[C:23](OCC)=[O:24])(=[O:10])=[O:9])=[CH:4][CH:3]=1.[BH4-].[Li+]. Product: [Cl:1][C:2]1[CH:7]=[CH:6][C:5]([S:8]([N:11]2[CH:20]([CH2:21][CH3:22])[CH2:19][C:14]3([O:18][CH2:17][CH2:16][O:15]3)[CH2:13][CH:12]2[CH2:23][OH:24])(=[O:10])=[O:9])=[CH:4][CH:3]=1. The catalyst class is: 1. (7) Reactant: [CH3:1][N:2]([C:15]1[CH:20]=[CH:19][CH:18]=[C:17]([NH:21][C:22](=[O:33])[C:23]2[CH:28]=[CH:27][CH:26]=[C:25]([C:29]([F:32])([F:31])[F:30])[CH:24]=2)[CH:16]=1)[C:3]1[N:8]=[C:7]([S:9][C:10]#[N:11])[C:6]([N+:12]([O-])=O)=[CH:5][N:4]=1. The catalyst class is: 15. Product: [NH2:11][C:10]1[S:9][C:7]2[N:8]=[C:3]([N:2]([CH3:1])[C:15]3[CH:16]=[C:17]([NH:21][C:22](=[O:33])[C:23]4[CH:28]=[CH:27][CH:26]=[C:25]([C:29]([F:31])([F:30])[F:32])[CH:24]=4)[CH:18]=[CH:19][CH:20]=3)[N:4]=[CH:5][C:6]=2[N:12]=1.